This data is from Catalyst prediction with 721,799 reactions and 888 catalyst types from USPTO. The task is: Predict which catalyst facilitates the given reaction. (1) Reactant: [C:1]([Si:5]([CH3:26])([CH3:25])[O:6][C@@H:7]1[CH2:11][C:10](=[O:12])[C:9]([CH2:13]/[CH:14]=[CH:15]\[CH2:16][CH2:17][CH2:18][C:19]([O:21][CH:22]([CH3:24])[CH3:23])=[O:20])=[CH:8]1)([CH3:4])([CH3:3])[CH3:2].[C:27]1(/[CH:33]=[CH:34]/B(O)O)[CH:32]=[CH:31][CH:30]=[CH:29][CH:28]=1.[OH-].[K+]. Product: [C:1]([Si:5]([CH3:25])([CH3:26])[O:6][C@@H:7]1[CH2:11][C:10](=[O:12])[CH:9]([CH2:13]/[CH:14]=[CH:15]\[CH2:16][CH2:17][CH2:18][C:19]([O:21][CH:22]([CH3:23])[CH3:24])=[O:20])[C@H:8]1[CH:34]=[CH:33][C:27]1[CH:32]=[CH:31][CH:30]=[CH:29][CH:28]=1)([CH3:3])([CH3:4])[CH3:2]. The catalyst class is: 5. (2) The catalyst class is: 298. Reactant: [Si:1]([O:8][CH2:9][C@H:10]1[O:14][C@@H:13]([N:15]2[CH:22]=[C:21]([C:23]#[C:24][CH2:25][NH:26][C:27](=[O:32])[C:28]([F:31])([F:30])[F:29])[C:19]([NH2:20])=[N:18][C:16]2=[O:17])[CH2:12][C@@H:11]1[OH:33])([C:4]([CH3:7])([CH3:6])[CH3:5])([CH3:3])[CH3:2].Cl[Si](C)(C)C.[C:39](Cl)(=[O:46])[C:40]1[CH:45]=[CH:44][CH:43]=[CH:42][CH:41]=1.C([O-])(O)=O.[Na+]. Product: [C:39]([NH:20][C:19]1[C:21]([C:23]#[C:24][CH2:25][NH:26][C:27](=[O:32])[C:28]([F:30])([F:31])[F:29])=[CH:22][N:15]([C@@H:13]2[O:14][C@H:10]([CH2:9][O:8][Si:1]([C:4]([CH3:7])([CH3:5])[CH3:6])([CH3:3])[CH3:2])[C@@H:11]([OH:33])[CH2:12]2)[C:16](=[O:17])[N:18]=1)(=[O:46])[C:40]1[CH:45]=[CH:44][CH:43]=[CH:42][CH:41]=1. (3) Reactant: [CH:1]1([CH:7]=O)[CH2:6][CH2:5][CH2:4][CH2:3][CH2:2]1.[CH:9]([Mg]Br)=C.[C:13]([O:21]CC)(=[O:20])[CH2:14][C:15](OCC)=O.[OH-].[K+]. Product: [CH:1]1(/[CH:7]=[CH:9]/[CH2:15][CH2:14][C:13]([OH:21])=[O:20])[CH2:2][CH2:3][CH2:4][CH2:5][CH2:6]1. The catalyst class is: 116. (4) Reactant: C(OC(=O)[NH:7][C:8]1[CH:13]=[CH:12][C:11]([O:14][C:15]2[CH:20]=[CH:19][C:18]([C:21](=[O:30])[NH:22][C:23]3[CH:28]=[CH:27][C:26]([Cl:29])=[CH:25][N:24]=3)=[CH:17][C:16]=2[NH:31][C:32]2[C:33]3[CH:41]=[CH:40][C:39]([CH:42]([CH3:44])[CH3:43])=[N:38][C:34]=3[N:35]=[CH:36][N:37]=2)=[CH:10][CH:9]=1)(C)(C)C.FC(F)(F)C(O)=O. Product: [NH2:7][C:8]1[CH:13]=[CH:12][C:11]([O:14][C:15]2[CH:20]=[CH:19][C:18]([C:21]([NH:22][C:23]3[CH:28]=[CH:27][C:26]([Cl:29])=[CH:25][N:24]=3)=[O:30])=[CH:17][C:16]=2[NH:31][C:32]2[C:33]3[CH:41]=[CH:40][C:39]([CH:42]([CH3:43])[CH3:44])=[N:38][C:34]=3[N:35]=[CH:36][N:37]=2)=[CH:10][CH:9]=1. The catalyst class is: 2.